From a dataset of Full USPTO retrosynthesis dataset with 1.9M reactions from patents (1976-2016). Predict the reactants needed to synthesize the given product. (1) Given the product [CH3:14][C:13](=[CH:8][C:7]1[CH:10]=[CH:11][C:4]([N+:1]([O-:3])=[O:2])=[CH:5][CH:6]=1)[C:12]([OH:16])=[O:15], predict the reactants needed to synthesize it. The reactants are: [N+:1]([C:4]1[CH:11]=[CH:10][C:7]([CH:8]=O)=[CH:6][CH:5]=1)([O-:3])=[O:2].[C:12]([O-:16])(=[O:15])[CH2:13][CH3:14].[Na+].C(OC(=O)CC)(=O)CC. (2) Given the product [CH2:24]([Si:23]([CH2:28][CH3:29])([CH2:26][CH3:27])[NH:8][C:6]([C:3]1[N:4]=[CH:5][NH:1][N:2]=1)=[O:7])[CH3:25], predict the reactants needed to synthesize it. The reactants are: [NH:1]1[CH:5]=[N:4][C:3]([C:6]([NH2:8])=[O:7])=[N:2]1.N1C(C)=CC=CC=1C.FC(F)(F)S(O[Si:23]([CH2:28][CH3:29])([CH2:26][CH3:27])[CH2:24][CH3:25])(=O)=O. (3) The reactants are: C([C:3]([N:14]1[CH2:19][CH2:18][N:17]([CH3:20])[CH2:16][CH2:15]1)([C:7]1[CH:12]=[C:11]([CH3:13])[CH:10]=[CH:9][N:8]=1)C([O-])=O)C.[OH-:21].[K+:22].C[OH:24]. Given the product [CH3:20][N:17]1[CH2:16][CH2:15][N:14]([C:3]2[C:7]([C:12]([O-:24])=[O:21])=[N:8][CH:9]=[CH:10][C:11]=2[CH3:13])[CH2:19][CH2:18]1.[K+:22], predict the reactants needed to synthesize it. (4) Given the product [CH:1]1([C:4]([C:6]2[CH:37]=[CH:36][C:9]3[N:10]([CH2:14][CH2:15][O:16][C:17]4[CH:22]=[CH:21][C:20]([CH2:23][CH:24]([O:30][CH2:31][C:32]([F:33])([F:34])[F:35])[C:25]([OH:27])=[O:26])=[CH:19][CH:18]=4)[C:11](=[O:13])[S:12][C:8]=3[CH:7]=2)=[O:5])[CH2:3][CH2:2]1, predict the reactants needed to synthesize it. The reactants are: [CH:1]1([C:4]([C:6]2[CH:37]=[CH:36][C:9]3[N:10]([CH2:14][CH2:15][O:16][C:17]4[CH:22]=[CH:21][C:20]([CH2:23][CH:24]([O:30][CH2:31][C:32]([F:35])([F:34])[F:33])[C:25]([O:27]CC)=[O:26])=[CH:19][CH:18]=4)[C:11](=[O:13])[S:12][C:8]=3[CH:7]=2)=[O:5])[CH2:3][CH2:2]1.[OH-].[Li+].O. (5) Given the product [OH:7][P:5]([O-:9])([OH:8])=[O:6].[OH:14][P:12]([O-:16])([O-:15])=[O:13].[Na+:2].[Na+:2].[Na+:2].[Cl-:1].[Cl-:1].[K+:4].[K+:4], predict the reactants needed to synthesize it. The reactants are: [Cl-:1].[Na+:2].[Cl-].[K+:4].[P:5]([O-:9])([O-:8])([OH:7])=[O:6].[Na+].[Na+].[P:12]([O-:16])([OH:15])([OH:14])=[O:13].[K+]. (6) Given the product [N:21]1[CH:22]=[CH:23][CH:6]=[CH:5][C:4]=1[C:7]1[O:11][N:10]=[C:9]([CH2:12][P:13](=[O:20])([O:14][CH2:15][CH3:16])[O:17][CH2:18][CH3:19])[N:8]=1, predict the reactants needed to synthesize it. The reactants are: N1[CH:6]=[CH:5][C:4]([C:7]2[O:11][N:10]=[C:9]([CH2:12][P:13](=[O:20])([O:17][CH2:18][CH3:19])[O:14][CH2:15][CH3:16])[N:8]=2)=CC=1.[N:21]1C=CC=[CH:23][C:22]=1C(Cl)=O.Cl. (7) Given the product [CH2:1]([NH:8][S:9]([C:12]1[C:13]([OH:20])=[C:14]([NH:19][C:30]([NH:29][C:23]2[CH:24]=[CH:25][CH:26]=[C:27]([Cl:28])[C:22]=2[Cl:21])=[O:31])[CH:15]=[CH:16][C:17]=1[Cl:18])(=[O:11])=[O:10])[C:2]1[CH:7]=[CH:6][CH:5]=[CH:4][CH:3]=1, predict the reactants needed to synthesize it. The reactants are: [CH2:1]([NH:8][S:9]([C:12]1[C:17]([Cl:18])=[CH:16][CH:15]=[C:14]([NH2:19])[C:13]=1[OH:20])(=[O:11])=[O:10])[C:2]1[CH:7]=[CH:6][CH:5]=[CH:4][CH:3]=1.[Cl:21][C:22]1[C:27]([Cl:28])=[CH:26][CH:25]=[CH:24][C:23]=1[N:29]=[C:30]=[O:31].